From a dataset of Peptide-MHC class I binding affinity with 185,985 pairs from IEDB/IMGT. Regression. Given a peptide amino acid sequence and an MHC pseudo amino acid sequence, predict their binding affinity value. This is MHC class I binding data. (1) The peptide sequence is GFPSLESSF. The MHC is HLA-B15:01 with pseudo-sequence HLA-B15:01. The binding affinity (normalized) is 0.0847. (2) The peptide sequence is TAFTIPSI. The MHC is HLA-A32:01 with pseudo-sequence HLA-A32:01. The binding affinity (normalized) is 0.0468. (3) The peptide sequence is FSENTWRDEY. The binding affinity (normalized) is 0. The MHC is HLA-A02:06 with pseudo-sequence HLA-A02:06. (4) The peptide sequence is RTRHCQPEKA. The MHC is Mamu-A01 with pseudo-sequence Mamu-A01. The binding affinity (normalized) is 0. (5) The peptide sequence is ILSCIFAFI. The MHC is HLA-A68:02 with pseudo-sequence HLA-A68:02. The binding affinity (normalized) is 0.976.